From a dataset of Aqueous solubility values for 9,982 compounds from the AqSolDB database. Regression/Classification. Given a drug SMILES string, predict its absorption, distribution, metabolism, or excretion properties. Task type varies by dataset: regression for continuous measurements (e.g., permeability, clearance, half-life) or binary classification for categorical outcomes (e.g., BBB penetration, CYP inhibition). For this dataset (solubility_aqsoldb), we predict Y. (1) The drug is O=C([O-])CCCCCCCC(=O)[O-].[Li+].[Li+]. The Y is -0.0179 log mol/L. (2) The molecule is [I-].[Na+]. The Y is 1.08 log mol/L. (3) The drug is CC1CN(C(=N)N)C(C)CN1C(=N)N. The Y is 0.0200 log mol/L. (4) The compound is COC(=O)CCN(CCC(=O)OC)c1ccc(N=Nc2c(Cl)cc([N+](=O)[O-])cc2Br)cc1. The Y is -7.10 log mol/L. (5) The Y is -2.06 log mol/L. The drug is C=C(C)[C@@H]1CC=C(C)C(=O)C1. (6) The compound is CSc1nnc(C(C)(C)C)c(=O)n1N. The Y is -2.25 log mol/L.